Task: Predict the reactants needed to synthesize the given product.. Dataset: Full USPTO retrosynthesis dataset with 1.9M reactions from patents (1976-2016) (1) Given the product [Si:1]([O:8][CH2:9][CH2:10][N:11]([CH2:45][CH:52]1[CH2:47][CH2:46]1)[C:12]([C:14]1[C:19]([O:20][CH2:21][C:22]2[CH:23]=[CH:24][CH:25]=[CH:26][CH:27]=2)=[C:18]([OH:28])[N:17]=[C:16]([CH2:29][C:30]2([C:35]3[C:44]4[C:39](=[CH:40][CH:41]=[CH:42][CH:43]=4)[CH:38]=[CH:37][CH:36]=3)[CH2:31][CH2:32][CH2:33][CH2:34]2)[N:15]=1)=[O:13])([C:4]([CH3:6])([CH3:7])[CH3:5])([CH3:2])[CH3:3], predict the reactants needed to synthesize it. The reactants are: [Si:1]([O:8][CH2:9][CH2:10][N:11]([CH3:45])[C:12]([C:14]1[C:19]([O:20][CH2:21][C:22]2[CH:27]=[CH:26][CH:25]=[CH:24][CH:23]=2)=[C:18]([OH:28])[N:17]=[C:16]([CH2:29][C:30]2([C:35]3[C:44]4[C:39](=[CH:40][CH:41]=[CH:42][CH:43]=4)[CH:38]=[CH:37][CH:36]=3)[CH2:34][CH2:33][CH2:32][CH2:31]2)[N:15]=1)=[O:13])([C:4]([CH3:7])([CH3:6])[CH3:5])([CH3:3])[CH3:2].[CH2:46](OC1C(C(O)=O)=NC(CC2(C3C4C(=CC=CC=4)C=CC=3)CCCC2)=NC=1O)[C:47]1[CH:52]=CC=CC=1.[Si](OCCNCC1CC1)(C(C)(C)C)(C)C. (2) Given the product [CH2:1]([C:3]1[CH:8]=[CH:7][C:6]([F:9])=[CH:5][C:4]=1[C:10]([CH:12]1[CH2:13][CH2:14][N:15]([C:18]2[CH:22]=[C:21]([C:23]3[N:24]=[N:25][N:26]([CH2:28][C:29]([OH:31])=[O:30])[N:27]=3)[O:20][N:19]=2)[CH2:16][CH2:17]1)=[O:11])[CH3:2], predict the reactants needed to synthesize it. The reactants are: [CH2:1]([C:3]1[CH:8]=[CH:7][C:6]([F:9])=[CH:5][C:4]=1[C:10]([CH:12]1[CH2:17][CH2:16][N:15]([C:18]2[CH:22]=[C:21]([C:23]3[N:24]=[N:25][N:26]([CH2:28][C:29]([O:31]C(C)(C)C)=[O:30])[N:27]=3)[O:20][N:19]=2)[CH2:14][CH2:13]1)=[O:11])[CH3:2].C(O)=O.